Dataset: Reaction yield outcomes from USPTO patents with 853,638 reactions. Task: Predict the reaction yield, written as a fraction of the theoretical maximum amount of product (1.0 means a 100% yield; for example, 0.34 means a 34% yield). (1) The reactants are [O:1]1[CH2:6][CH2:5][N:4]([C:7]2[S:8][N:9]=[C:10]3[CH:15]=[C:14](Br)[CH:13]=[N:12][C:11]=23)[CH2:3][CH2:2]1.[CH3:17][O:18][C:19]1[CH:20]=[C:21](B(O)O)[CH:22]=[CH:23][CH:24]=1. No catalyst specified. The product is [CH3:17][O:18][C:19]1[CH:24]=[C:23]([C:14]2[CH:13]=[N:12][C:11]3=[C:7]([N:4]4[CH2:5][CH2:6][O:1][CH2:2][CH2:3]4)[S:8][N:9]=[C:10]3[CH:15]=2)[CH:22]=[CH:21][CH:20]=1. The yield is 0.660. (2) The reactants are [N+:1]([C:4]1[CH:9]=[CH:8][CH:7]=[CH:6][C:5]=1[S:10]([NH:13][CH:14]([CH3:19])[C:15]([O:17][CH3:18])=[O:16])(=[O:12])=[O:11])([O-:3])=[O:2].C(=O)([O-])[O-].[Cs+].[Cs+].[CH2:26](Br)[CH3:27]. The catalyst is CN(C)C=O. The product is [CH2:26]([N:13]([S:10]([C:5]1[CH:6]=[CH:7][CH:8]=[CH:9][C:4]=1[N+:1]([O-:3])=[O:2])(=[O:12])=[O:11])[CH:14]([CH3:19])[C:15]([O:17][CH3:18])=[O:16])[CH3:27]. The yield is 0.920. (3) The reactants are [Cl:1][C:2]1[CH:3]=[CH:4][C:5]([CH2:8]O)=[N:6][CH:7]=1.S(Cl)([Cl:12])=O.CN(C)C=O. The catalyst is ClCCl. The product is [Cl:1][C:2]1[CH:3]=[CH:4][C:5]([CH2:8][Cl:12])=[N:6][CH:7]=1. The yield is 0.890. (4) The yield is 0.900. The catalyst is C(Cl)Cl.CC([O-])=O.CC([O-])=O.CC([O-])=O.CC([O-])=O.[Rh+2].[Rh+2]. The product is [CH2:1]([O:3][CH:4]1[CH2:5][CH:8]1[C:9]([O:11][CH2:12][CH3:13])=[O:10])[CH3:2]. The reactants are [CH:1]([O:3][CH2:4][CH3:5])=[CH2:2].[N+](=[CH:8][C:9]([O:11][CH2:12][CH3:13])=[O:10])=[N-].